From a dataset of Forward reaction prediction with 1.9M reactions from USPTO patents (1976-2016). Predict the product of the given reaction. (1) Given the reactants [CH2:1]([N:5]([CH2:42][CH2:43][CH2:44][CH3:45])[C:6]([C:8]1[N:9]=[C:10]([C:21]2[CH:29]=[CH:28][C:24]([C:25]([OH:27])=[O:26])=[CH:23][C:22]=2[C:30]([N:32]2[CH2:41][CH2:40][C:39]3[C:34](=[CH:35][CH:36]=[CH:37][CH:38]=3)[CH2:33]2)=[O:31])[N:11]([CH2:13][O:14][CH2:15][CH2:16][Si:17]([CH3:20])([CH3:19])[CH3:18])[CH:12]=1)=[O:7])[CH2:2][CH2:3][CH3:4].C(Cl)CCl.[CH2:50](O)[C:51]1[CH:56]=[CH:55][CH:54]=[CH:53][CH:52]=1, predict the reaction product. The product is: [CH2:42]([N:5]([CH2:1][CH2:2][CH2:3][CH3:4])[C:6]([C:8]1[N:9]=[C:10]([C:21]2[CH:29]=[CH:28][C:24]([C:25]([O:27][CH2:50][C:51]3[CH:56]=[CH:55][CH:54]=[CH:53][CH:52]=3)=[O:26])=[CH:23][C:22]=2[C:30]([N:32]2[CH2:41][CH2:40][C:39]3[C:34](=[CH:35][CH:36]=[CH:37][CH:38]=3)[CH2:33]2)=[O:31])[N:11]([CH2:13][O:14][CH2:15][CH2:16][Si:17]([CH3:20])([CH3:19])[CH3:18])[CH:12]=1)=[O:7])[CH2:43][CH2:44][CH3:45]. (2) The product is: [C:1]([C:3]1[CH:4]=[CH:5][C:6]([C:7]([NH:9][CH2:10][C:11](=[O:13])[NH:33][CH:22]([C:16]2[CH:17]=[CH:18][CH:19]=[CH:20][CH:21]=2)[C:23]2[CH:28]=[CH:27][CH:26]=[C:25]([C:29]([F:30])([F:31])[F:32])[CH:24]=2)=[O:8])=[CH:14][CH:15]=1)#[N:2]. Given the reactants [C:1]([C:3]1[CH:15]=[CH:14][C:6]([C:7]([NH:9][CH2:10][C:11]([OH:13])=O)=[O:8])=[CH:5][CH:4]=1)#[N:2].[C:16]1([CH:22]([NH2:33])[C:23]2[CH:28]=[CH:27][CH:26]=[C:25]([C:29]([F:32])([F:31])[F:30])[CH:24]=2)[CH:21]=[CH:20][CH:19]=[CH:18][CH:17]=1, predict the reaction product. (3) Given the reactants [C:1]1([N:7]([CH2:25][O:26][CH2:27][CH2:28][Si:29]([CH3:32])([CH3:31])[CH3:30])[C:8]([C:10]2[N:15]=[CH:14][C:13](B3OC(C)(C)C(C)(C)O3)=[CH:12][N:11]=2)=[O:9])[CH:6]=[CH:5][CH:4]=[CH:3][CH:2]=1.FC(F)(F)S(O[C:39](=[CH2:44])[C:40]([O:42][CH3:43])=[O:41])(=O)=O.C(=O)([O-])[O-].[Na+].[Na+], predict the reaction product. The product is: [C:1]1([N:7]([CH2:25][O:26][CH2:27][CH2:28][Si:29]([CH3:31])([CH3:32])[CH3:30])[C:8]([C:10]2[N:15]=[CH:14][C:13]([C:39](=[CH2:44])[C:40]([O:42][CH3:43])=[O:41])=[CH:12][N:11]=2)=[O:9])[CH:6]=[CH:5][CH:4]=[CH:3][CH:2]=1. (4) Given the reactants [Br:1][C:2]1[C:3]([C:19]#[N:20])=[C:4]([CH:16]=[CH:17][CH:18]=1)[O:5][C:6]1[CH:14]=[CH:13][C:9]([C:10]([OH:12])=O)=[CH:8][C:7]=1[Cl:15].Cl.C(N=C=NCCCN(C)C)C.ON1C2C=CC=CC=2N=N1.[NH2:43][CH2:44][C:45]1[C:46]([OH:53])=[N:47][C:48]([CH3:52])=[CH:49][C:50]=1[CH3:51], predict the reaction product. The product is: [Br:1][C:2]1[C:3]([C:19]#[N:20])=[C:4]([CH:16]=[CH:17][CH:18]=1)[O:5][C:6]1[CH:14]=[CH:13][C:9]([C:10]([NH:43][CH2:44][C:45]2[C:46]([OH:53])=[N:47][C:48]([CH3:52])=[CH:49][C:50]=2[CH3:51])=[O:12])=[CH:8][C:7]=1[Cl:15]. (5) Given the reactants [CH2:1]([C:3]1[NH:4][C:5]([I:9])=[C:6]([I:8])[N:7]=1)[CH3:2].Br[CH2:11][CH2:12][NH:13][C:14]([O:16][C:17]([CH3:20])([CH3:19])[CH3:18])=[O:15], predict the reaction product. The product is: [C:17]([O:16][C:14](=[O:15])[NH:13][CH2:12][CH2:11][N:4]1[C:5]([I:9])=[C:6]([I:8])[N:7]=[C:3]1[CH2:1][CH3:2])([CH3:20])([CH3:19])[CH3:18]. (6) Given the reactants [OH:1][CH2:2][CH2:3][N:4]1[CH2:9][CH2:8][CH2:7][NH:6][C:5]1=[O:10].[Si:11](Cl)([C:24]([CH3:27])([CH3:26])[CH3:25])([C:18]1[CH:23]=[CH:22][CH:21]=[CH:20][CH:19]=1)[C:12]1[CH:17]=[CH:16][CH:15]=[CH:14][CH:13]=1, predict the reaction product. The product is: [Si:11]([O:1][CH2:2][CH2:3][N:4]1[CH2:9][CH2:8][CH2:7][NH:6][C:5]1=[O:10])([C:24]([CH3:27])([CH3:26])[CH3:25])([C:18]1[CH:19]=[CH:20][CH:21]=[CH:22][CH:23]=1)[C:12]1[CH:17]=[CH:16][CH:15]=[CH:14][CH:13]=1. (7) The product is: [CH3:1][C:2]1[N:3]=[N:4][N:5]([CH3:43])[C:6]=1[C:7]1[CH:19]=[N:18][C:17]2[C:16]3[CH:15]=[CH:14][C:13]([NH:20][C:21](=[O:29])[O:22][CH2:23][CH3:24])=[CH:12][C:11]=3[N:10]([C@@H:30]([CH:37]3[CH2:38][CH2:39][O:40][CH2:41][CH2:42]3)[C:31]3[CH:36]=[CH:35][CH:34]=[CH:33][CH:32]=3)[C:9]=2[CH:8]=1. Given the reactants [CH3:1][C:2]1[N:3]=[N:4][N:5]([CH3:43])[C:6]=1[C:7]1[CH:19]=[N:18][C:17]2[C:16]3[CH:15]=[CH:14][C:13]([NH:20][C:21](=[O:29])[O:22][CH2:23][CH2:24]C(F)(F)F)=[CH:12][C:11]=3[N:10]([C@@H:30]([CH:37]3[CH2:42][CH2:41][O:40][CH2:39][CH2:38]3)[C:31]3[CH:36]=[CH:35][CH:34]=[CH:33][CH:32]=3)[C:9]=2[CH:8]=1.CCO.C(O)(C(F)(F)F)=O, predict the reaction product.